This data is from NCI-60 drug combinations with 297,098 pairs across 59 cell lines. The task is: Regression. Given two drug SMILES strings and cell line genomic features, predict the synergy score measuring deviation from expected non-interaction effect. (1) Drug 1: CC1C(C(CC(O1)OC2CC(OC(C2O)C)OC3=CC4=CC5=C(C(=O)C(C(C5)C(C(=O)C(C(C)O)O)OC)OC6CC(C(C(O6)C)O)OC7CC(C(C(O7)C)O)OC8CC(C(C(O8)C)O)(C)O)C(=C4C(=C3C)O)O)O)O. Drug 2: CCCCC(=O)OCC(=O)C1(CC(C2=C(C1)C(=C3C(=C2O)C(=O)C4=C(C3=O)C=CC=C4OC)O)OC5CC(C(C(O5)C)O)NC(=O)C(F)(F)F)O. Cell line: RXF 393. Synergy scores: CSS=72.6, Synergy_ZIP=2.69, Synergy_Bliss=0.487, Synergy_Loewe=-8.91, Synergy_HSA=0.0207. (2) Drug 1: C1=C(C(=O)NC(=O)N1)F. Drug 2: CC1=C2C(C(=O)C3(C(CC4C(C3C(C(C2(C)C)(CC1OC(=O)C(C(C5=CC=CC=C5)NC(=O)C6=CC=CC=C6)O)O)OC(=O)C7=CC=CC=C7)(CO4)OC(=O)C)O)C)OC(=O)C. Cell line: K-562. Synergy scores: CSS=59.5, Synergy_ZIP=-5.85, Synergy_Bliss=-8.25, Synergy_Loewe=-10.2, Synergy_HSA=-8.03. (3) Synergy scores: CSS=16.7, Synergy_ZIP=-5.61, Synergy_Bliss=-1.93, Synergy_Loewe=-1.34, Synergy_HSA=0.993. Cell line: TK-10. Drug 2: CC1=C(N=C(N=C1N)C(CC(=O)N)NCC(C(=O)N)N)C(=O)NC(C(C2=CN=CN2)OC3C(C(C(C(O3)CO)O)O)OC4C(C(C(C(O4)CO)O)OC(=O)N)O)C(=O)NC(C)C(C(C)C(=O)NC(C(C)O)C(=O)NCCC5=NC(=CS5)C6=NC(=CS6)C(=O)NCCC[S+](C)C)O. Drug 1: CCC1=C2CN3C(=CC4=C(C3=O)COC(=O)C4(CC)O)C2=NC5=C1C=C(C=C5)O. (4) Drug 1: CC1=CC2C(CCC3(C2CCC3(C(=O)C)OC(=O)C)C)C4(C1=CC(=O)CC4)C. Drug 2: CC1CCCC2(C(O2)CC(NC(=O)CC(C(C(=O)C(C1O)C)(C)C)O)C(=CC3=CSC(=N3)C)C)C. Cell line: T-47D. Synergy scores: CSS=13.8, Synergy_ZIP=-1.76, Synergy_Bliss=2.77, Synergy_Loewe=4.15, Synergy_HSA=4.15. (5) Drug 1: CC1=C2C(C(=O)C3(C(CC4C(C3C(C(C2(C)C)(CC1OC(=O)C(C(C5=CC=CC=C5)NC(=O)OC(C)(C)C)O)O)OC(=O)C6=CC=CC=C6)(CO4)OC(=O)C)OC)C)OC. Drug 2: CC1=C(C(CCC1)(C)C)C=CC(=CC=CC(=CC(=O)O)C)C. Cell line: MALME-3M. Synergy scores: CSS=49.1, Synergy_ZIP=1.00, Synergy_Bliss=0.612, Synergy_Loewe=10.2, Synergy_HSA=11.1. (6) Drug 1: C1CC(C1)(C(=O)O)C(=O)O.[NH2-].[NH2-].[Pt+2]. Drug 2: CC(C)(C#N)C1=CC(=CC(=C1)CN2C=NC=N2)C(C)(C)C#N. Cell line: COLO 205. Synergy scores: CSS=0.736, Synergy_ZIP=-0.865, Synergy_Bliss=-3.06, Synergy_Loewe=-3.92, Synergy_HSA=-5.01. (7) Drug 1: CNC(=O)C1=NC=CC(=C1)OC2=CC=C(C=C2)NC(=O)NC3=CC(=C(C=C3)Cl)C(F)(F)F. Drug 2: CCN(CC)CCCC(C)NC1=C2C=C(C=CC2=NC3=C1C=CC(=C3)Cl)OC. Cell line: ACHN. Synergy scores: CSS=5.12, Synergy_ZIP=-1.59, Synergy_Bliss=-0.556, Synergy_Loewe=-31.7, Synergy_HSA=-2.59. (8) Drug 1: CC(C)(C#N)C1=CC(=CC(=C1)CN2C=NC=N2)C(C)(C)C#N. Drug 2: C#CCC(CC1=CN=C2C(=N1)C(=NC(=N2)N)N)C3=CC=C(C=C3)C(=O)NC(CCC(=O)O)C(=O)O. Cell line: SK-MEL-5. Synergy scores: CSS=3.33, Synergy_ZIP=0.471, Synergy_Bliss=5.31, Synergy_Loewe=4.30, Synergy_HSA=4.46. (9) Drug 1: CCC1(CC2CC(C3=C(CCN(C2)C1)C4=CC=CC=C4N3)(C5=C(C=C6C(=C5)C78CCN9C7C(C=CC9)(C(C(C8N6C)(C(=O)OC)O)OC(=O)C)CC)OC)C(=O)OC)O.OS(=O)(=O)O. Drug 2: CC1=C(C=C(C=C1)C(=O)NC2=CC(=CC(=C2)C(F)(F)F)N3C=C(N=C3)C)NC4=NC=CC(=N4)C5=CN=CC=C5. Cell line: U251. Synergy scores: CSS=2.48, Synergy_ZIP=1.77, Synergy_Bliss=0.893, Synergy_Loewe=-1.91, Synergy_HSA=-1.78. (10) Drug 1: C#CCC(CC1=CN=C2C(=N1)C(=NC(=N2)N)N)C3=CC=C(C=C3)C(=O)NC(CCC(=O)O)C(=O)O. Drug 2: C1C(C(OC1N2C=NC3=C2NC=NCC3O)CO)O. Synergy scores: CSS=-7.42, Synergy_ZIP=4.04, Synergy_Bliss=1.50, Synergy_Loewe=-5.69, Synergy_HSA=-5.34. Cell line: CAKI-1.